From a dataset of Reaction yield outcomes from USPTO patents with 853,638 reactions. Predict the reaction yield, written as a fraction of the theoretical maximum amount of product (1.0 means a 100% yield; for example, 0.34 means a 34% yield). (1) The catalyst is N1C=CC=CC=1. The product is [CH3:1][O:2][C:3]1[CH:8]=[CH:7][C:6]([O:9][CH3:10])=[CH:5][C:4]=1[NH:11][C:12]1[C:21]([NH:22][S:29]([C:27]2[N:26]=[CH:25][N:24]([CH3:23])[CH:28]=2)(=[O:31])=[O:30])=[N:20][C:19]2[C:14]([N:13]=1)=[CH:15][CH:16]=[CH:17][CH:18]=2. The yield is 0.640. The reactants are [CH3:1][O:2][C:3]1[CH:8]=[CH:7][C:6]([O:9][CH3:10])=[CH:5][C:4]=1[NH:11][C:12]1[C:21]([NH2:22])=[N:20][C:19]2[C:14](=[CH:15][CH:16]=[CH:17][CH:18]=2)[N:13]=1.[CH3:23][N:24]1[CH:28]=[C:27]([S:29](Cl)(=[O:31])=[O:30])[N:26]=[CH:25]1. (2) The reactants are [C:1]([O:5][C:6]([NH:8][C:9]([CH2:14][CH3:15])([CH2:12][OH:13])[CH2:10][OH:11])=[O:7])([CH3:4])([CH3:3])[CH3:2].[C:16](OC=C)(=[O:22])[CH2:17][CH2:18][CH2:19][CH2:20][CH3:21]. The catalyst is C(OC(C)C)(C)C. The product is [C:1]([O:5][C:6]([NH:8][C@@:9]([CH2:14][CH3:15])([CH2:10][O:11][C:16](=[O:22])[CH2:17][CH2:18][CH2:19][CH2:20][CH3:21])[CH2:12][OH:13])=[O:7])([CH3:4])([CH3:3])[CH3:2]. The yield is 0.870.